Dataset: Reaction yield outcomes from USPTO patents with 853,638 reactions. Task: Predict the reaction yield, written as a fraction of the theoretical maximum amount of product (1.0 means a 100% yield; for example, 0.34 means a 34% yield). (1) The reactants are [CH:1]1([C:7]([N:9]2[CH2:15][C:14]3[CH:16]=[CH:17][C:18]([C:20](OC(C)C)=[O:21])=[N:19][C:13]=3[O:12][CH2:11][CH2:10]2)=[O:8])[CH2:6][CH2:5][CH2:4][CH2:3][CH2:2]1.[NH2:26][OH:27].[OH-].[Na+].Cl. The catalyst is C1COCC1.CO. The product is [CH:1]1([C:7]([N:9]2[CH2:15][C:14]3[CH:16]=[CH:17][C:18]([C:20]([NH:26][OH:27])=[O:21])=[N:19][C:13]=3[O:12][CH2:11][CH2:10]2)=[O:8])[CH2:6][CH2:5][CH2:4][CH2:3][CH2:2]1. The yield is 0.370. (2) The reactants are [CH2:1]([C:4]1[NH:5][C:6]2[C:11]([CH:12]=1)=[C:10]([C:13]([F:16])([F:15])[F:14])[C:9]([C:17]#[N:18])=[CH:8][CH:7]=2)[CH2:2][CH3:3].C([O-])([O-])=O.[Cs+].[Cs+].Br[CH2:26][C:27]1[S:28][C:29]([CH:32]2[CH2:34][CH2:33]2)=[N:30][N:31]=1. The catalyst is C(#N)C. The product is [CH:32]1([C:29]2[S:28][C:27]([CH2:26][N:5]3[C:6]4[C:11](=[C:10]([C:13]([F:15])([F:16])[F:14])[C:9]([C:17]#[N:18])=[CH:8][CH:7]=4)[CH:12]=[C:4]3[CH2:1][CH2:2][CH3:3])=[N:31][N:30]=2)[CH2:34][CH2:33]1. The yield is 0.610. (3) The yield is 0.360. The product is [F:1][C:2]1[CH:10]=[C:9]2[C:5]([C:6]([C:20]3[CH:30]=[CH:29][C:23]4[N:24]=[C:25]([CH2:27][CH2:28][N:33]5[CH2:38][CH2:37][CH:36]([OH:39])[CH2:35][CH2:34]5)[O:26][C:22]=4[CH:21]=3)=[CH:7][NH:8]2)=[CH:4][CH:3]=1. The reactants are [F:1][C:2]1[CH:10]=[C:9]2[C:5]([C:6]([C:20]3[CH:30]=[CH:29][C:23]4[N:24]=[C:25]([CH:27]=[CH2:28])[O:26][C:22]=4[CH:21]=3)=[CH:7][N:8]2S(C2C=CC=CC=2)(=O)=O)=[CH:4][CH:3]=1.[OH-].[Na+].[NH:33]1[CH2:38][CH2:37][CH:36]([OH:39])[CH2:35][CH2:34]1. The catalyst is CO. (4) The reactants are [Cl:1][C:2]1[CH:7]=[CH:6][CH:5]=[CH:4][C:3]=1/[CH:8]=[C:9](\[C:17]([C:19]1[CH:24]=[CH:23][CH:22]=[CH:21][C:20]=1[OH:25])=[O:18])/C(OC(C)(C)C)=O.C1(C)C=CC(S(O)(=O)=O)=CC=1. The catalyst is NC(N)=S.C1(C)C=CC=CC=1. The product is [Cl:1][C:2]1[CH:7]=[CH:6][CH:5]=[CH:4][C:3]=1[C@H:8]1[CH2:9][C:17](=[O:18])[C:19]2[C:20](=[CH:21][CH:22]=[CH:23][CH:24]=2)[O:25]1. The yield is 0.670. (5) The reactants are [Cl:1][C:2]1[CH:3]=[C:4]([CH:9]=[CH:10][CH:11]=1)[C:5]([NH:7][OH:8])=[NH:6].[C:12]1(=O)[O:17][C:15](=[O:16])[CH2:14][CH2:13]1. The catalyst is CN(C=O)C.C(OCC)(=O)C. The product is [Cl:1][C:2]1[CH:3]=[C:4]([C:5]2[N:6]=[C:12]([CH2:13][CH2:14][C:15]([OH:17])=[O:16])[O:8][N:7]=2)[CH:9]=[CH:10][CH:11]=1. The yield is 0.600. (6) The reactants are [C:1]([C:5]1[NH:6][C:7]2[C:12]([CH:13]=1)=[CH:11][C:10]([N+:14]([O-])=O)=[CH:9][C:8]=2[CH2:17][OH:18])([CH3:4])([CH3:3])[CH3:2]. The catalyst is [Ni].CO. The product is [NH2:14][C:10]1[CH:11]=[C:12]2[C:7](=[C:8]([CH2:17][OH:18])[CH:9]=1)[NH:6][C:5]([C:1]([CH3:4])([CH3:3])[CH3:2])=[CH:13]2. The yield is 0.800. (7) The reactants are O=C1C2C(=CC=CC=2)C(=O)[N:3]1[CH2:12][CH2:13][CH2:14][CH2:15][C:16]1[CH:21]=[CH:20][C:19]([S:22]([NH:25][C@@H:26]([CH:30]([CH3:32])[CH3:31])[C:27]([NH2:29])=[O:28])(=[O:24])=[O:23])=[CH:18][CH:17]=1.CN. No catalyst specified. The product is [NH2:3][CH2:12][CH2:13][CH2:14][CH2:15][C:16]1[CH:17]=[CH:18][C:19]([S:22]([NH:25][C@@H:26]([CH:30]([CH3:32])[CH3:31])[C:27]([NH2:29])=[O:28])(=[O:24])=[O:23])=[CH:20][CH:21]=1. The yield is 0.540.